This data is from Forward reaction prediction with 1.9M reactions from USPTO patents (1976-2016). The task is: Predict the product of the given reaction. (1) Given the reactants I.[Cl:2][C:3]1[CH:8]=[CH:7][C:6]([C@H:9]2[C@@H:13]([C:14]3[CH:19]=[CH:18][C:17]([Cl:20])=[CH:16][CH:15]=3)[NH:12][C:11]([S:21][CH3:22])=[N:10]2)=[CH:5][CH:4]=1.[C:23]([O:27][C:28](O[C:28]([O:27][C:23]([CH3:26])([CH3:25])[CH3:24])=[O:29])=[O:29])([CH3:26])([CH3:25])[CH3:24].C(N(CC)C(C)C)(C)C, predict the reaction product. The product is: [Cl:2][C:3]1[CH:4]=[CH:5][C:6]([C@H:9]2[C@@H:13]([C:14]3[CH:19]=[CH:18][C:17]([Cl:20])=[CH:16][CH:15]=3)[N:12]([C:28]([O:27][C:23]([CH3:26])([CH3:25])[CH3:24])=[O:29])[C:11]([S:21][CH3:22])=[N:10]2)=[CH:7][CH:8]=1. (2) Given the reactants [CH2:1]1[N:6](C(OCC2C=CC=CC=2)=O)[CH2:5][CH2:4][N:3]2[CH2:17][CH2:18][CH2:19][CH2:20][CH:2]12.CO.[H][H], predict the reaction product. The product is: [CH2:1]1[NH:6][CH2:5][CH2:4][N:3]2[CH2:17][CH2:18][CH2:19][CH2:20][CH:2]12. (3) Given the reactants CON(C)[C:4]([C:6]1[C:15](=[O:16])[C:14]2[C:9](=[CH:10][CH:11]=[CH:12][CH:13]=2)[N:8]([CH2:17][C:18]2[CH:23]=[CH:22][CH:21]=[C:20]([Cl:24])[CH:19]=2)[CH:7]=1)=[O:5].[CH3:26][O:27][C:28]1[CH:33]=[CH:32][C:31]([Mg]Br)=[CH:30][CH:29]=1, predict the reaction product. The product is: [Cl:24][C:20]1[CH:19]=[C:18]([CH:23]=[CH:22][CH:21]=1)[CH2:17][N:8]1[C:9]2[C:14](=[CH:13][CH:12]=[CH:11][CH:10]=2)[C:15](=[O:16])[C:6]([C:4](=[O:5])[C:31]2[CH:32]=[CH:33][C:28]([O:27][CH3:26])=[CH:29][CH:30]=2)=[CH:7]1. (4) Given the reactants [NH:1]1[C:5]2[CH:6]=[CH:7][CH:8]=[CH:9][C:4]=2[N:3]=[C:2]1[S:10][CH2:11][C:12]([N:14]1[C:23]2[C:18](=[CH:19][CH:20]=[CH:21][CH:22]=2)[CH2:17][CH2:16][CH2:15]1)=[O:13].S([C:34]#[N:35])(C1C=CC(C)=CC=1)(=O)=O, predict the reaction product. The product is: [N:14]1([C:12](=[O:13])[CH2:11][S:10][C:2]2[N:3]([C:34]#[N:35])[C:4]3[CH:9]=[CH:8][CH:7]=[CH:6][C:5]=3[N:1]=2)[C:23]2[C:18](=[CH:19][CH:20]=[CH:21][CH:22]=2)[CH2:17][CH2:16][CH2:15]1.